Dataset: Full USPTO retrosynthesis dataset with 1.9M reactions from patents (1976-2016). Task: Predict the reactants needed to synthesize the given product. (1) Given the product [C:24]([O:10][CH2:5][CH3:6])(=[O:25])[CH3:23].[CH3:15][CH2:16][CH2:11][CH2:12][CH2:13][CH3:14], predict the reactants needed to synthesize it. The reactants are: OCCN[C:5](=[O:10])[C:6](F)(F)F.[C:11]1(C)[CH:16]=[CH:15][C:14](S(O)(=O)=O)=[CH:13][CH:12]=1.C1C[O:25][CH2:24][CH2:23]1. (2) Given the product [F:64][CH2:63][C:56]1([C:54]2[N:55]=[C:50]([NH:74][C:72]([C:69]3[CH:68]=[CH:67][C:66]([Cl:65])=[CH:71][N:70]=3)=[O:73])[CH:51]=[CH:52][CH:53]=2)[CH2:57][O:58][CH2:59][C:60](=[O:62])[NH:61]1, predict the reactants needed to synthesize it. The reactants are: C1(P(C2C=CC=CC=2)C2C3OC4C(=CC=CC=4P(C4C=CC=CC=4)C4C=CC=CC=4)C(C)(C)C=3C=CC=2)C=CC=CC=1.C(=O)([O-])[O-].[Cs+].[Cs+].Br[C:50]1[N:55]=[C:54]([C:56]2([CH2:63][F:64])[NH:61][C:60](=[O:62])[CH2:59][O:58][CH2:57]2)[CH:53]=[CH:52][CH:51]=1.[Cl:65][C:66]1[CH:67]=[CH:68][C:69]([C:72]([NH2:74])=[O:73])=[N:70][CH:71]=1.